Dataset: Catalyst prediction with 721,799 reactions and 888 catalyst types from USPTO. Task: Predict which catalyst facilitates the given reaction. (1) The catalyst class is: 1. Reactant: [C:1]1([S:11]([N:14]2[CH2:19][CH2:18][CH:17]([C:20]3[CH:29]=[CH:28][CH:27]=[CH:26][C:21]=3[C:22](OC)=[O:23])[CH2:16][CH2:15]2)(=[O:13])=[O:12])[C:10]2[C:5](=[CH:6][CH:7]=[CH:8][CH:9]=2)[CH:4]=[CH:3][CH:2]=1.[H-].[H-].[H-].[H-].[Li+].[Al+3]. Product: [C:1]1([S:11]([N:14]2[CH2:15][CH2:16][CH:17]([C:20]3[CH:29]=[CH:28][CH:27]=[CH:26][C:21]=3[CH2:22][OH:23])[CH2:18][CH2:19]2)(=[O:12])=[O:13])[C:10]2[C:5](=[CH:6][CH:7]=[CH:8][CH:9]=2)[CH:4]=[CH:3][CH:2]=1. (2) Reactant: [CH3:1][O-:2].[Na+].[NH2:4][C:5]1[C:14]([N+:15]([O-:17])=[O:16])=[C:13]([Br:18])[CH:12]=[C:11](F)[C:6]=1[C:7]([O:9][CH3:10])=[O:8]. Product: [NH2:4][C:5]1[C:14]([N+:15]([O-:17])=[O:16])=[C:13]([Br:18])[CH:12]=[C:11]([O:2][CH3:1])[C:6]=1[C:7]([O:9][CH3:10])=[O:8]. The catalyst class is: 5. (3) Reactant: [Si]([O:8][CH2:9][CH2:10][C:11]1[N:15]([CH3:16])[N:14]=[C:13]([C:17]2[CH:22]=[CH:21][C:20]([O:23]C)=[CH:19][CH:18]=2)[C:12]=1[C:25]1[C:26]([CH3:31])=[N:27][O:28][C:29]=1[CH3:30])(C(C)(C)C)(C)C.B(F)(F)F.S(C)C. Product: [CH3:31][C:26]1[C:25]([C:12]2[C:13]([C:17]3[CH:18]=[CH:19][C:20]([OH:23])=[CH:21][CH:22]=3)=[N:14][N:15]([CH3:16])[C:11]=2[CH2:10][CH2:9][OH:8])=[C:29]([CH3:30])[O:28][N:27]=1. The catalyst class is: 2. (4) Reactant: [CH2:1]([O:8][C:9]1[CH:10]=[C:11]2[C:15](=[CH:16][CH:17]=1)[NH:14][CH:13]=[CH:12]2)[C:2]1[CH:7]=[CH:6][CH:5]=[CH:4][CH:3]=1.[H-].[Na+].I[CH3:21]. Product: [CH2:1]([O:8][C:9]1[CH:10]=[C:11]2[C:15](=[CH:16][CH:17]=1)[N:14]([CH3:21])[CH:13]=[CH:12]2)[C:2]1[CH:3]=[CH:4][CH:5]=[CH:6][CH:7]=1. The catalyst class is: 18. (5) Product: [C:50]1([CH2:49][O:48][C:46]([N:43]2[CH2:42][CH2:41][N:40]([CH:37]3[CH2:38][CH2:39][N:34]([C:3]4[CH:4]=[C:5]([O:11][CH3:12])[C:6]([N+:8]([O-:10])=[O:9])=[CH:7][C:2]=4[Cl:1])[CH2:35][CH2:36]3)[CH2:45][CH2:44]2)=[O:47])[CH:55]=[CH:54][CH:53]=[CH:52][CH:51]=1. The catalyst class is: 16. Reactant: [Cl:1][C:2]1[CH:7]=[C:6]([N+:8]([O-:10])=[O:9])[C:5]([O:11][CH3:12])=[CH:4][C:3]=1F.C([O-])([O-])=O.[K+].[K+].FC(F)(F)C(O)=O.FC(F)(F)C(O)=O.[NH:34]1[CH2:39][CH2:38][CH:37]([N:40]2[CH2:45][CH2:44][N:43]([C:46]([O:48][CH2:49][C:50]3[CH:55]=[CH:54][CH:53]=[CH:52][CH:51]=3)=[O:47])[CH2:42][CH2:41]2)[CH2:36][CH2:35]1.O. (6) Reactant: [Cl:1][C:2]1[C:7]([CH3:8])=[CH:6][CH:5]=[C:4]([F:9])[C:3]=1[C:10](=[O:12])[CH3:11].C[O-].[Na+].[C:16](OC)(=[O:21])[C:17]([O:19][CH3:20])=[O:18]. Product: [Cl:1][C:2]1[C:7]([CH3:8])=[CH:6][CH:5]=[C:4]([F:9])[C:3]=1[C:10](=[O:12])/[CH:11]=[C:16](\[OH:21])/[C:17]([O:19][CH3:20])=[O:18]. The catalyst class is: 5. (7) Reactant: [CH2:1]([O:3][P:4]([CH2:9][O:10][C:11]1[CH:16]=[CH:15][C:14]([CH:17]=[O:18])=[CH:13][C:12]=1[N+:19]([O-])=O)([O:6][CH2:7][CH3:8])=[O:5])[CH3:2].[H][H]. Product: [CH2:7]([O:6][P:4]([CH2:9][O:10][C:11]1[CH:16]=[CH:15][C:14]([CH2:17][OH:18])=[CH:13][C:12]=1[NH2:19])([O:3][CH2:1][CH3:2])=[O:5])[CH3:8]. The catalyst class is: 19. (8) Reactant: Br[C:2]1[CH:3]=[C:4]2[N:10]([C:11]3[C:20]4[C:15](=[CH:16][C:17]([F:21])=[CH:18][CH:19]=4)[N:14]=[C:13]([C:22]4[CH:27]=[CH:26][CH:25]=[CH:24][N:23]=4)[C:12]=3[CH3:28])[CH2:9][C:8]([CH3:30])([CH3:29])[C:5]2=[N:6][CH:7]=1.[CH3:31][O:32][CH2:33][CH2:34][NH:35][CH3:36].CC(C)([O-])C.[Na+].CC(C1C=C(C(C)C)C(C2C=CC=CC=2P(C2CCCCC2)C2CCCCC2)=C(C(C)C)C=1)C. Product: [F:21][C:17]1[CH:16]=[C:15]2[C:20]([C:11]([N:10]3[C:4]4[C:5](=[N:6][CH:7]=[C:2]([N:35]([CH2:34][CH2:33][O:32][CH3:31])[CH3:36])[CH:3]=4)[C:8]([CH3:29])([CH3:30])[CH2:9]3)=[C:12]([CH3:28])[C:13]([C:22]3[CH:27]=[CH:26][CH:25]=[CH:24][N:23]=3)=[N:14]2)=[CH:19][CH:18]=1. The catalyst class is: 110. (9) Reactant: [C:1]1([S:7]([N:10]2[C:14]3=[N:15][CH:16]=[CH:17][CH:18]=[C:13]3[CH:12]=[C:11]2[C:19](=[O:27])[CH2:20][CH:21]2[CH2:26][CH2:25][O:24][CH2:23][CH2:22]2)(=[O:9])=[O:8])[CH:6]=[CH:5][CH:4]=[CH:3][CH:2]=1.C[Si]([N-][Si](C)(C)C)(C)C.[Li+].[C:38]1([CH3:58])[CH:43]=[CH:42][C:41]([S:44](O[S:44]([C:41]2[CH:42]=[CH:43][C:38]([CH3:58])=[CH:39][CH:40]=2)(=[O:46])=[O:45])(=[O:46])=[O:45])=[CH:40][CH:39]=1. Product: [C:1]1([S:7]([N:10]2[C:14]3=[N:15][CH:16]=[CH:17][CH:18]=[C:13]3[CH:12]=[C:11]2[C:19]([O:27][S:44]([C:41]2[CH:42]=[CH:43][C:38]([CH3:58])=[CH:39][CH:40]=2)(=[O:46])=[O:45])=[CH:20][CH:21]2[CH2:26][CH2:25][O:24][CH2:23][CH2:22]2)(=[O:9])=[O:8])[CH:2]=[CH:3][CH:4]=[CH:5][CH:6]=1. The catalyst class is: 7. (10) Reactant: [CH3:1][O:2][C:3](=[O:8])[CH2:4][CH2:5][C:6]#[N:7].Cl.[NH2:10][OH:11].C(N(CC)CC)C. Product: [CH3:1][O:2][C:3](=[O:8])[CH2:4][CH2:5][C:6](=[NH:7])[NH:10][OH:11]. The catalyst class is: 8.